This data is from Reaction yield outcomes from USPTO patents with 853,638 reactions. The task is: Predict the reaction yield, written as a fraction of the theoretical maximum amount of product (1.0 means a 100% yield; for example, 0.34 means a 34% yield). (1) The reactants are [NH2:1][C:2]1[S:3][CH:4]=[CH:5][C:6]=1[C:7]([C:9]1[CH:14]=[CH:13][C:12]([F:15])=[CH:11][CH:10]=1)=[O:8].[Cl:16]N1C(=O)CCC1=O. The catalyst is ClCCl. The product is [NH2:1][C:2]1[S:3][C:4]([Cl:16])=[CH:5][C:6]=1[C:7]([C:9]1[CH:14]=[CH:13][C:12]([F:15])=[CH:11][CH:10]=1)=[O:8]. The yield is 0.320. (2) The reactants are [C:1]1([C@H:7]([NH:10][C:11]([C:13]2[CH:14]=[C:15]([C:22]([OH:24])=O)[N:16]3[CH2:21][CH2:20][O:19][CH2:18][C:17]=23)=[O:12])[CH2:8][CH3:9])[CH:6]=[CH:5][CH:4]=[CH:3][CH:2]=1.ON1C2C=CC=CC=2N=N1.Cl.C(N=C=NCCCN(C)C)C.CN[C@@H](C)C(O)=O.Cl.C(N(CC)CC)C.Cl.[CH2:63]([O:65][C:66](=[O:71])[C@@H:67]([NH:69][CH3:70])[CH3:68])[CH3:64]. The catalyst is CN(C)C=O.C(O)C.O1CCOCC1. The product is [CH2:63]([O:65][C:66](=[O:71])[C@@H:67]([N:69]([CH3:70])[C:22]([C:15]1[N:16]2[C:17]([CH2:18][O:19][CH2:20][CH2:21]2)=[C:13]([C:11](=[O:12])[NH:10][C@@H:7]([C:1]2[CH:6]=[CH:5][CH:4]=[CH:3][CH:2]=2)[CH2:8][CH3:9])[CH:14]=1)=[O:24])[CH3:68])[CH3:64]. The yield is 0.510.